Predict the product of the given reaction. From a dataset of Forward reaction prediction with 1.9M reactions from USPTO patents (1976-2016). (1) Given the reactants [F:1][C:2]1[CH:3]=[C:4]([CH:11](O)[C:12]([CH3:19])([CH3:18])[C:13]([O:15][CH2:16][CH3:17])=[O:14])[CH:5]=[C:6]([F:10])[C:7]=1[O:8][CH3:9].C([SiH](CC)CC)C.B(F)(F)F.CCOCC, predict the reaction product. The product is: [F:1][C:2]1[CH:3]=[C:4]([CH2:11][C:12]([CH3:18])([CH3:19])[C:13]([O:15][CH2:16][CH3:17])=[O:14])[CH:5]=[C:6]([F:10])[C:7]=1[O:8][CH3:9]. (2) Given the reactants [CH3:1][O:2][C:3]([C:5]1[C:10](Br)=[CH:9][CH:8]=[C:7]([CH2:12][O:13][CH3:14])[N:6]=1)=[O:4].[C:15](=[O:22])([O:17][C:18]([CH3:21])([CH3:20])[CH3:19])[NH2:16].C(=O)([O-])[O-].[Cs+].[Cs+], predict the reaction product. The product is: [C:18]([O:17][C:15]([NH:16][C:10]1[C:5]([C:3]([O:2][CH3:1])=[O:4])=[N:6][C:7]([CH2:12][O:13][CH3:14])=[CH:8][CH:9]=1)=[O:22])([CH3:21])([CH3:20])[CH3:19]. (3) The product is: [Cl:1][C:2]1[CH:3]=[CH:4][C:5]2[NH:11][C:10](=[N:12][NH:13][C:34]([CH:31]3[CH2:33][CH2:32]3)=[O:35])[C@@H:9]([CH2:14][C:15]([O:17][CH2:18][CH3:19])=[O:16])[O:8][C@H:7]([C:20]3[CH:25]=[CH:24][CH:23]=[C:22]([O:26][CH3:27])[C:21]=3[O:28][CH3:29])[C:6]=2[CH:30]=1. Given the reactants [Cl:1][C:2]1[CH:3]=[CH:4][C:5]2[NH:11][C:10](=[N:12][NH2:13])[C@@H:9]([CH2:14][C:15]([O:17][CH2:18][CH3:19])=[O:16])[O:8][C@H:7]([C:20]3[CH:25]=[CH:24][CH:23]=[C:22]([O:26][CH3:27])[C:21]=3[O:28][CH3:29])[C:6]=2[CH:30]=1.[CH:31]1([C:34](Cl)=[O:35])[CH2:33][CH2:32]1.C(=O)(O)[O-].[Na+], predict the reaction product. (4) Given the reactants [Br:1][C:2]1[CH:3]=[C:4]([N:13]=[C:14]=[O:15])[CH:5]=[CH:6][C:7]=1[O:8][C:9]([F:12])([F:11])[F:10].BrC1C=C(C=CC=1OC(F)(F)F)N.C(OC(OC(C)(C)C)=O)(OC(C)(C)C)=O.C([O:48][C:49](=[O:66])[C:50]([S:53][C:54]1[CH:55]=[C:56]2[C:60](=[CH:61][CH:62]=1)[CH2:59][CH:58]([NH:63][CH2:64][CH3:65])[CH2:57]2)([CH3:52])[CH3:51])(C)(C)C, predict the reaction product. The product is: [Br:1][C:2]1[CH:3]=[C:4]([NH:13][C:14](=[O:15])[N:63]([CH:58]2[CH2:57][C:56]3[C:60](=[CH:61][CH:62]=[C:54]([S:53][C:50]([CH3:51])([CH3:52])[C:49]([OH:66])=[O:48])[CH:55]=3)[CH2:59]2)[CH2:64][CH3:65])[CH:5]=[CH:6][C:7]=1[O:8][C:9]([F:12])([F:11])[F:10]. (5) Given the reactants [OH:1][C:2]1[C:9]([OH:10])=[CH:8][C:5]([C:6]#[N:7])=[C:4]([S:11][C:12]2[CH:17]=[CH:16][C:15]([CH3:18])=[CH:14][CH:13]=2)[C:3]=1[C:19]#[N:20].C1C=C(Cl)C=C(C(OO)=[O:29])C=1, predict the reaction product. The product is: [OH:1][C:2]1[C:9]([OH:10])=[CH:8][C:5]([C:6]#[N:7])=[C:4]([S:11]([C:12]2[CH:17]=[CH:16][C:15]([CH3:18])=[CH:14][CH:13]=2)=[O:29])[C:3]=1[C:19]#[N:20].